Dataset: Tyrosyl-DNA phosphodiesterase HTS with 341,365 compounds. Task: Binary Classification. Given a drug SMILES string, predict its activity (active/inactive) in a high-throughput screening assay against a specified biological target. (1) The compound is O1C(=N/C(=C/Nc2c3c(ccc2)cccc3)C1=O)c1ccccc1. The result is 0 (inactive). (2) The compound is S(=O)(=O)(N(C)C)c1ccc(cc1)C(=O)Nc1sc(SCc2c3c(ccc2)cccc3)nn1. The result is 0 (inactive).